From a dataset of Catalyst prediction with 721,799 reactions and 888 catalyst types from USPTO. Predict which catalyst facilitates the given reaction. (1) Reactant: [O:1]=[S:2]1(=[O:33])[CH2:7][CH2:6][CH2:5][CH2:4][N:3]1[C:8]1[N:17]=[C:16]([C:18]([NH:20][CH2:21][C:22]2[CH:27]=[CH:26][CH:25]=[CH:24][C:23]=2[S:28]([CH3:31])(=[O:30])=[O:29])=[O:19])[C:15]([OH:32])=[C:14]2[C:9]=1[CH:10]=[CH:11][CH:12]=[N:13]2.C(O)C.[OH-].[Na+:38]. Product: [O:33]=[S:2]1(=[O:1])[CH2:7][CH2:6][CH2:5][CH2:4][N:3]1[C:8]1[N:17]=[C:16]([C:18]([NH:20][CH2:21][C:22]2[CH:27]=[CH:26][CH:25]=[CH:24][C:23]=2[S:28]([CH3:31])(=[O:30])=[O:29])=[O:19])[C:15]([O-:32])=[C:14]2[C:9]=1[CH:10]=[CH:11][CH:12]=[N:13]2.[Na+:38]. The catalyst class is: 21. (2) Reactant: [OH:1][C:2]1[CH:3]=[C:4]([CH2:8][NH:9][C:10]([C:12]2[CH:13]=[C:14]3[C:19](=[CH:20][CH:21]=2)[N:18]=[CH:17][CH:16]=[CH:15]3)=[O:11])[CH:5]=[CH:6][CH:7]=1.[H-].[Na+].CN(C=O)C.Cl[CH2:30][CH2:31][CH2:32][CH2:33][C:34]#[CH:35]. Product: [CH2:35]([O:1][C:2]1[CH:3]=[C:4]([CH2:8][NH:9][C:10]([C:12]2[CH:13]=[C:14]3[C:19](=[CH:20][CH:21]=2)[N:18]=[CH:17][CH:16]=[CH:15]3)=[O:11])[CH:5]=[CH:6][CH:7]=1)[CH2:34][CH2:33][CH2:32][C:31]#[CH:30]. The catalyst class is: 6. (3) Reactant: C(O[CH:4](OCC)[CH2:5][NH:6][C:7]([NH:9][CH2:10][C:11]1[CH:16]=[CH:15][CH:14]=[CH:13][CH:12]=1)=[O:8])C.O.FC(F)(F)C(O)=O. Product: [CH2:10]([N:9]1[CH:4]=[CH:5][NH:6][C:7]1=[O:8])[C:11]1[CH:12]=[CH:13][CH:14]=[CH:15][CH:16]=1. The catalyst class is: 10. (4) Reactant: [CH3:1][O:2][C:3]1[CH:4]=[C:5]([CH:9]=[CH:10][C:11]=1[CH2:12][C:13]1[C:21]2[C:16](=[CH:17][CH:18]=[C:19]([N+:22]([O-:24])=[O:23])[CH:20]=2)[NH:15][CH:14]=1)[C:6]([O-:8])=[O:7].[Na+]. Product: [CH3:1][O:2][C:3]1[CH:4]=[C:5]([CH:9]=[CH:10][C:11]=1[CH2:12][C:13]1[C:21]2[C:16](=[CH:17][CH:18]=[C:19]([N+:22]([O-:24])=[O:23])[CH:20]=2)[NH:15][CH:14]=1)[C:6]([OH:8])=[O:7]. The catalyst class is: 72.